From a dataset of Retrosynthesis with 50K atom-mapped reactions and 10 reaction types from USPTO. Predict the reactants needed to synthesize the given product. (1) Given the product Cn1cnc(S(=O)(=O)NCCOc2ccc3c(c2)C(Cc2ccccc2)NC3)c1, predict the reactants needed to synthesize it. The reactants are: Cn1cnc(S(=O)(=O)NCCOc2ccc3c(c2)C(Cc2ccccc2)NC3=O)c1. (2) The reactants are: C=CCBr.Cc1ncc2n1-c1ccc(Cl)cc1C(c1ccccc1F)NC2. Given the product C=CCN1Cc2cnc(C)n2-c2ccc(Cl)cc2C1c1ccccc1F, predict the reactants needed to synthesize it. (3) Given the product CCNC(=O)N1CCC(n2cc(-c3nc4c(N[C@H]5[C@@H](C(N)=O)[C@@H]6C=C[C@H]5C6)c(Cl)cnc4[nH]3)cn2)CC1, predict the reactants needed to synthesize it. The reactants are: CCN=C=O.NC(=O)[C@H]1[C@@H]2C=C[C@@H](C2)[C@H]1Nc1c(Cl)cnc2[nH]c(-c3cnn(C4CCNCC4)c3)nc12. (4) Given the product O=c1c2ccccc2sc2ccc(C[N+](CCO)(CCO)CCO)cc12, predict the reactants needed to synthesize it. The reactants are: O=c1c2ccccc2sc2ccc(CBr)cc12.OCCN(CCO)CCO. (5) Given the product CCOC(=O)[C@@H](C)Oc1cc(NS(=O)(=O)N2CCC2)nc(SCc2cccc(F)c2F)n1, predict the reactants needed to synthesize it. The reactants are: CCOC(=O)[C@@H](C)Oc1cc(Cl)nc(SCc2cccc(F)c2F)n1.NS(=O)(=O)N1CCC1. (6) Given the product CCOC1CCC(c2cccc(F)c2)CC1, predict the reactants needed to synthesize it. The reactants are: CCBr.OC1CCC(c2cccc(F)c2)CC1. (7) Given the product CC(C)(C)OC(=O)NC[C@@H](F)C(C)(C)O, predict the reactants needed to synthesize it. The reactants are: CC(C)(C)OC(=O)OC(=O)OC(C)(C)C.CC(C)(O)[C@H](F)CN. (8) The reactants are: C=[N+]=[N-].O=C(O)c1cc(F)c(F)cc1Br. Given the product COC(=O)c1cc(F)c(F)cc1Br, predict the reactants needed to synthesize it.